Dataset: Forward reaction prediction with 1.9M reactions from USPTO patents (1976-2016). Task: Predict the product of the given reaction. (1) Given the reactants C([N:8]1[CH:12]2[CH:13]3[N:17]([CH:18]([C:32]4[CH:37]=[CH:36][CH:35]=[C:34]([O:38][CH3:39])[CH:33]=4)[C:19]4[CH:31]=[CH:30][C:22]([C:23]([N:25]([CH2:28][CH3:29])[CH2:26][CH3:27])=[O:24])=[CH:21][CH:20]=4)[CH:16]([CH:9]1[CH2:10][CH2:11]2)[CH2:15][CH2:14]3)C1C=CC=CC=1.C(N1C2C3N(C(C4C=CC=C(OC)C=4)C4C=CC(C(N5CCCC5)=O)=CC=4)C(CC2)C1CC3)C1C=CC=CC=1, predict the reaction product. The product is: [CH:13]12[CH2:11][CH2:10][CH:9]3[CH:16]([CH2:15][CH2:14][CH:12]1[NH:8]3)[N:17]2[CH:18]([C:32]1[CH:37]=[CH:36][CH:35]=[C:34]([O:38][CH3:39])[CH:33]=1)[C:19]1[CH:20]=[CH:21][C:22]([C:23]([N:25]2[CH2:26][CH2:27][CH2:29][CH2:28]2)=[O:24])=[CH:30][CH:31]=1. (2) The product is: [CH2:15]=[C:11]1[C:12]2[C:7](=[CH:6][CH:5]=[C:4]([N+:1]([O-:3])=[O:2])[CH:13]=2)[CH2:8][CH2:9][CH2:10]1. Given the reactants [N+:1]([C:4]1[CH:13]=[C:12]2[C:7]([CH2:8][CH2:9][CH2:10][C:11]2=O)=[CH:6][CH:5]=1)([O-:3])=[O:2].[CH2:15]([Li])CCC, predict the reaction product. (3) Given the reactants [CH2:1]([O:3][CH2:4][CH:5]1[CH2:10][N:9]([S:11]([C:14]2[CH:19]=[CH:18][C:17]([F:20])=[CH:16][CH:15]=2)(=[O:13])=[O:12])[C:8]2[CH:21]=[C:22]([NH2:25])[CH:23]=[CH:24][C:7]=2[O:6]1)[CH3:2].[Cl:26][C:27]1[CH:35]=[CH:34][CH:33]=[C:32]([C:36]([F:39])([F:38])[F:37])[C:28]=1[C:29](Cl)=[O:30].CCN(C(C)C)C(C)C, predict the reaction product. The product is: [Cl:26][C:27]1[CH:35]=[CH:34][CH:33]=[C:32]([C:36]([F:37])([F:38])[F:39])[C:28]=1[C:29]([NH:25][C:22]1[CH:23]=[CH:24][C:7]2[O:6][CH:5]([CH2:4][O:3][CH2:1][CH3:2])[CH2:10][N:9]([S:11]([C:14]3[CH:15]=[CH:16][C:17]([F:20])=[CH:18][CH:19]=3)(=[O:12])=[O:13])[C:8]=2[CH:21]=1)=[O:30].